This data is from NCI-60 drug combinations with 297,098 pairs across 59 cell lines. The task is: Regression. Given two drug SMILES strings and cell line genomic features, predict the synergy score measuring deviation from expected non-interaction effect. (1) Drug 1: CC(C)CN1C=NC2=C1C3=CC=CC=C3N=C2N. Drug 2: CC12CCC3C(C1CCC2OP(=O)(O)O)CCC4=C3C=CC(=C4)OC(=O)N(CCCl)CCCl.[Na+]. Cell line: SNB-19. Synergy scores: CSS=4.53, Synergy_ZIP=6.48, Synergy_Bliss=13.5, Synergy_Loewe=5.47, Synergy_HSA=6.22. (2) Drug 1: CC1=CC2C(CCC3(C2CCC3(C(=O)C)OC(=O)C)C)C4(C1=CC(=O)CC4)C. Drug 2: C1=NC(=NC(=O)N1C2C(C(C(O2)CO)O)O)N. Cell line: HS 578T. Synergy scores: CSS=-1.23, Synergy_ZIP=0.860, Synergy_Bliss=4.25, Synergy_Loewe=-5.76, Synergy_HSA=-1.49. (3) Cell line: SK-MEL-28. Drug 2: CC=C1C(=O)NC(C(=O)OC2CC(=O)NC(C(=O)NC(CSSCCC=C2)C(=O)N1)C(C)C)C(C)C. Synergy scores: CSS=31.9, Synergy_ZIP=0.906, Synergy_Bliss=5.50, Synergy_Loewe=-39.7, Synergy_HSA=0.325. Drug 1: C1CN1P(=S)(N2CC2)N3CC3. (4) Drug 2: CC1=C2C(C(=O)C3(C(CC4C(C3C(C(C2(C)C)(CC1OC(=O)C(C(C5=CC=CC=C5)NC(=O)C6=CC=CC=C6)O)O)OC(=O)C7=CC=CC=C7)(CO4)OC(=O)C)O)C)OC(=O)C. Drug 1: CC1CCC2CC(C(=CC=CC=CC(CC(C(=O)C(C(C(=CC(C(=O)CC(OC(=O)C3CCCCN3C(=O)C(=O)C1(O2)O)C(C)CC4CCC(C(C4)OC)O)C)C)O)OC)C)C)C)OC. Cell line: NCI-H460. Synergy scores: CSS=25.9, Synergy_ZIP=7.93, Synergy_Bliss=6.92, Synergy_Loewe=4.45, Synergy_HSA=6.85. (5) Drug 1: C1=NC2=C(N=C(N=C2N1C3C(C(C(O3)CO)O)O)F)N. Drug 2: CN1C(=O)N2C=NC(=C2N=N1)C(=O)N. Cell line: DU-145. Synergy scores: CSS=-1.12, Synergy_ZIP=1.64, Synergy_Bliss=-0.0525, Synergy_Loewe=-6.83, Synergy_HSA=-4.74.